Dataset: Forward reaction prediction with 1.9M reactions from USPTO patents (1976-2016). Task: Predict the product of the given reaction. (1) The product is: [CH:1]([N:5]([CH3:28])[C:6]1[C:7]([C:20]2[CH:25]=[CH:24][CH:23]=[CH:22][CH:21]=2)=[N:8][C:9]2[C:14]([N:15]=1)=[CH:13][C:12]([C:16]([OH:18])=[O:17])=[CH:11][CH:10]=2)([CH2:3][CH3:4])[CH3:2]. Given the reactants [CH:1]([NH:5][C:6]1[C:7]([C:20]2[CH:25]=[CH:24][CH:23]=[CH:22][CH:21]=2)=[N:8][C:9]2[C:14]([N:15]=1)=[CH:13][C:12]([C:16]([O:18]C)=[O:17])=[CH:11][CH:10]=2)([CH2:3][CH3:4])[CH3:2].[H-].[Na+].[CH3:28]I.Cl, predict the reaction product. (2) Given the reactants [CH3:1][C:2]([CH3:26])([CH3:25])[CH2:3][CH2:4][N:5]1[CH2:10][CH2:9][N:8]([C:11](=[O:24])[CH2:12][CH2:13][C:14]2[CH:22]=[CH:21][C:17]([C:18](O)=[O:19])=[CH:16][C:15]=2[CH3:23])[CH2:7][CH2:6]1.C(N(CC)CC)C.[CH3:34][C:35]1[CH:36]=[C:37]2[C:42](=[CH:43][CH:44]=1)[NH:41][CH2:40][CH2:39][CH2:38]2, predict the reaction product. The product is: [CH3:1][C:2]([CH3:26])([CH3:25])[CH2:3][CH2:4][N:5]1[CH2:6][CH2:7][N:8]([C:11](=[O:24])[CH2:12][CH2:13][C:14]2[CH:22]=[CH:21][C:17]([C:18]([N:41]3[C:42]4[C:37](=[CH:36][C:35]([CH3:34])=[CH:44][CH:43]=4)[CH2:38][CH2:39][CH2:40]3)=[O:19])=[CH:16][C:15]=2[CH3:23])[CH2:9][CH2:10]1. (3) Given the reactants C[Al](C)C.CCCCCC.[Br:11][C:12]1[CH:18]=[CH:17][C:15]([NH2:16])=[CH:14][CH:13]=1.[Cl:19][C:20]1[CH:25]=[CH:24][CH:23]=[C:22]([Cl:26])[C:21]=1[NH:27][C:28]1[N:42]([CH3:43])[C:31]2=[N:32][C:33]([O:40][CH3:41])=[C:34]([C:36](OC)=[O:37])[CH:35]=[C:30]2[N:29]=1, predict the reaction product. The product is: [Br:11][C:12]1[CH:18]=[CH:17][C:15]([NH:16][C:36]([C:34]2[CH:35]=[C:30]3[N:29]=[C:28]([NH:27][C:21]4[C:22]([Cl:26])=[CH:23][CH:24]=[CH:25][C:20]=4[Cl:19])[N:42]([CH3:43])[C:31]3=[N:32][C:33]=2[O:40][CH3:41])=[O:37])=[CH:14][CH:13]=1.